This data is from Full USPTO retrosynthesis dataset with 1.9M reactions from patents (1976-2016). The task is: Predict the reactants needed to synthesize the given product. Given the product [C:45]([O:44][C:43](=[O:49])[NH:42][C@H:39]1[CH2:38][CH2:37][C@@H:36]([NH:35][C:32]([C:20]2[C:16]3[N:17]=[CH:18][N:19]=[C:14]([C:7]4[CH:8]=[C:9]([CH2:12][CH3:13])[CH:10]=[CH:11][C:6]=4[O:5][CH2:4][CH:1]4[CH2:3][CH2:2]4)[C:15]=3[N:22]([CH2:23][O:24][CH2:25][CH2:26][Si:27]([CH3:28])([CH3:29])[CH3:30])[C:21]=2[CH3:31])=[O:33])[CH2:41][CH2:40]1)([CH3:48])([CH3:46])[CH3:47], predict the reactants needed to synthesize it. The reactants are: [CH:1]1([CH2:4][O:5][C:6]2[CH:11]=[CH:10][C:9]([CH2:12][CH3:13])=[CH:8][C:7]=2[C:14]2[C:15]3[N:22]([CH2:23][O:24][CH2:25][CH2:26][Si:27]([CH3:30])([CH3:29])[CH3:28])[C:21]([CH3:31])=[C:20]([C:32](O)=[O:33])[C:16]=3[N:17]=[CH:18][N:19]=2)[CH2:3][CH2:2]1.[NH2:35][C@@H:36]1[CH2:41][CH2:40][C@H:39]([NH:42][C:43](=[O:49])[O:44][C:45]([CH3:48])([CH3:47])[CH3:46])[CH2:38][CH2:37]1.